From a dataset of Forward reaction prediction with 1.9M reactions from USPTO patents (1976-2016). Predict the product of the given reaction. Given the reactants [F:1][CH:2]([F:11])[C:3](=O)[CH2:4][C:5](OCC)=[O:6].[CH3:12][NH:13][NH2:14], predict the reaction product. The product is: [F:1][CH:2]([F:11])[C:3]1[CH2:4][C:5](=[O:6])[N:13]([CH3:12])[N:14]=1.